This data is from Forward reaction prediction with 1.9M reactions from USPTO patents (1976-2016). The task is: Predict the product of the given reaction. The product is: [OH:42][C@@H:34]([CH2:33][O:32][C:29]1[CH:30]=[CH:31][C:25]2[S:24][C:23]([CH3:22])=[N:27][C:26]=2[CH:28]=1)[CH2:35][N:36]1[CH2:37][CH2:38][N:39]([CH2:12][CH2:11][S:8]([NH:7][C:1]2[CH:2]=[CH:3][CH:4]=[CH:5][CH:6]=2)(=[O:10])=[O:9])[CH2:40][CH2:41]1. Given the reactants [C:1]1([NH:7][S:8]([CH:11]=[CH2:12])(=[O:10])=[O:9])[CH:6]=[CH:5][CH:4]=[CH:3][CH:2]=1.CCN(C(C)C)C(C)C.[CH3:22][C:23]1[S:24][C:25]2[CH:31]=[CH:30][C:29]([O:32][CH2:33][C@H:34]([OH:42])[CH2:35][N:36]3[CH2:41][CH2:40][NH:39][CH2:38][CH2:37]3)=[CH:28][C:26]=2[N:27]=1, predict the reaction product.